From a dataset of Catalyst prediction with 721,799 reactions and 888 catalyst types from USPTO. Predict which catalyst facilitates the given reaction. (1) Reactant: [CH2:1]([O:8][C:9](=[O:32])[CH2:10][C@@H:11]([NH:24][C:25](OC(C)(C)C)=O)[C:12]([NH:14][C@@H:15]([CH2:18][C:19]1[N:20]=[CH:21][NH:22][CH:23]=1)[CH2:16][OH:17])=[O:13])[C:2]1[CH:7]=[CH:6][CH:5]=[CH:4][CH:3]=1.[C:33]1([C:48]2[CH:53]=[CH:52][CH:51]=[CH:50][CH:49]=2)[CH:38]=[CH:37][C:36]([CH:39]2[CH2:43]C(OC)O[CH:40]2OC)=[CH:35][CH:34]=1.FC(F)(F)C(O)=O. Product: [CH2:1]([O:8][C:9](=[O:32])[CH2:10][C@@H:11]([N:24]1[CH:25]=[CH:40][C:39]([C:36]2[CH:37]=[CH:38][C:33]([C:48]3[CH:53]=[CH:52][CH:51]=[CH:50][CH:49]=3)=[CH:34][CH:35]=2)=[CH:43]1)[C:12]([NH:14][C@@H:15]([CH2:18][C:19]1[N:20]=[CH:21][NH:22][CH:23]=1)[CH2:16][OH:17])=[O:13])[C:2]1[CH:3]=[CH:4][CH:5]=[CH:6][CH:7]=1. The catalyst class is: 26. (2) Reactant: FC(F)(F)C1C=CNN=1.[CH3:10][C:11]1[NH:15][N:14]=[C:13]([C:16]([F:19])([F:18])[F:17])[CH:12]=1.CC(C)([O-])C.[K+].[F:26][C:27]1[CH:28]=[C:29]([NH:34][C:35]2[N:40]=[C:39](S(C)(=O)=O)[C:38]([C:45]3[CH:46]=[C:47]([C:51]([O:53][CH2:54][CH3:55])=[O:52])[CH:48]=[N:49][CH:50]=3)=[CH:37][N:36]=2)[CH:30]=[C:31]([F:33])[CH:32]=1. Product: [F:26][C:27]1[CH:28]=[C:29]([NH:34][C:35]2[N:40]=[C:39]([N:15]3[C:11]([CH3:10])=[CH:12][C:13]([C:16]([F:19])([F:18])[F:17])=[N:14]3)[C:38]([C:45]3[CH:46]=[C:47]([C:51]([O:53][CH2:54][CH3:55])=[O:52])[CH:48]=[N:49][CH:50]=3)=[CH:37][N:36]=2)[CH:30]=[C:31]([F:33])[CH:32]=1. The catalyst class is: 197. (3) Reactant: Br[C:2]1[CH:7]=[CH:6][C:5]([S:8]([NH:11][CH:12]2[CH2:14][CH2:13]2)(=[O:10])=[O:9])=[C:4]([F:15])[CH:3]=1.[C:16]([C:18]1[N:22]([CH3:23])[C:21](B(O)O)=[CH:20][CH:19]=1)#[N:17].[F-].[K+].C(P(C(C)(C)C)C(C)(C)C)(C)(C)C. Product: [C:16]([C:18]1[N:22]([CH3:23])[C:21]([C:2]2[CH:7]=[CH:6][C:5]([S:8]([NH:11][CH:12]3[CH2:14][CH2:13]3)(=[O:10])=[O:9])=[C:4]([F:15])[CH:3]=2)=[CH:20][CH:19]=1)#[N:17]. The catalyst class is: 110. (4) Reactant: C(O)C.[Na].[CH2:5]([N:12]([CH2:19][C:20]([O:22][CH2:23][CH3:24])=[O:21])[CH2:13][C:14]([O:16][CH2:17][CH3:18])=[O:15])[C:6]1[CH:11]=[CH:10][CH:9]=[CH:8][CH:7]=1.[C:25](OCC)(=[O:31])[C:26](OCC)=[O:27]. Product: [CH2:5]([N:12]1[C:13]([C:14]([O:16][CH2:17][CH3:18])=[O:15])=[C:26]([OH:27])[C:25]([OH:31])=[C:19]1[C:20]([O:22][CH2:23][CH3:24])=[O:21])[C:6]1[CH:7]=[CH:8][CH:9]=[CH:10][CH:11]=1. The catalyst class is: 15. (5) Reactant: [CH3:1][O:2][C:3](=[O:15])[CH2:4][C:5]1[C:13]2[C:8](=[N:9][CH:10]=[CH:11][CH:12]=2)[NH:7][C:6]=1[CH3:14].CCN(P1(N(C)CCCN1C)=NC(C)(C)C)CC.[Cl:34][C:35]1[CH:36]=[C:37]([S:42](Cl)(=[O:44])=[O:43])[CH:38]=[CH:39][C:40]=1[CH3:41]. Product: [CH3:1][O:2][C:3](=[O:15])[CH2:4][C:5]1[C:13]2[C:8](=[N:9][CH:10]=[CH:11][CH:12]=2)[N:7]([S:42]([C:37]2[CH:38]=[CH:39][C:40]([CH3:41])=[C:35]([Cl:34])[CH:36]=2)(=[O:43])=[O:44])[C:6]=1[CH3:14]. The catalyst class is: 3. (6) Reactant: [F:1][C:2]([F:17])([F:16])[C:3]1[N:4]=[CH:5][C:6]([NH:9][C@H:10]2[CH2:14][CH2:13][CH2:12][C@@H:11]2[NH2:15])=[N:7][CH:8]=1.Cl.FC(F)(F)C1N=CC(N[C@H]2CCC[C@@H]2N)=NC=1.[CH3:36][O:37][C:38]1[CH:46]=[CH:45][C:44]([CH3:47])=[CH:43][C:39]=1[C:40](O)=[O:41].N1C2C(=NC=CC=2)N(O)N=1.C(Cl)CCl.C(N(CC)CC)C. Product: [CH3:36][O:37][C:38]1[CH:46]=[CH:45][C:44]([CH3:47])=[CH:43][C:39]=1[C:40]([NH:15][C@H:11]1[CH2:12][CH2:13][CH2:14][C@@H:10]1[NH:9][C:6]1[CH:5]=[N:4][C:3]([C:2]([F:1])([F:16])[F:17])=[CH:8][N:7]=1)=[O:41]. The catalyst class is: 2.